Dataset: Experimentally validated miRNA-target interactions with 360,000+ pairs, plus equal number of negative samples. Task: Binary Classification. Given a miRNA mature sequence and a target amino acid sequence, predict their likelihood of interaction. (1) The miRNA is hsa-miR-499b-3p with sequence AACAUCACUGCAAGUCUUAACA. The protein sequence of the target gene is MEAVVNLYHELMKHADPRIQSYPLMGSPLLITSILLTYVYFILSLGPRIMANRKPFQLRGFMIVYNFSLVILSLYIVYEFLMSGWLSTYTWRCDPIDFSNSPEALRMVRVAWLFMLSKVIELMDTVIFILRKKDGQVTFLHVFHHSVLPWSWWWGIKIAPGGMGSFHAMINSSVHVVMYLYYGLSALGPVAQPYLWWKKHMTAIQLIQFVLVSLHISQYYFMPSCNYQYPIIIHLIWMYGTIFFILFSNFWYHSYTKGKRLPRAVQQNGAPATTKVKAN. Result: 0 (no interaction). (2) The miRNA is hsa-miR-1238-5p with sequence GUGAGUGGGAGCCCCAGUGUGUG. The protein sequence of the target gene is MTSTSDTKVCKNQGGLLEIKMEEECKYTTRQDRNLQKNTYNRDVFRKYFRQFCYQETSGPREALSRLRELCRQWLRPDLNSKEQILELLVLEQFLTILPGELQAWVQEQNPESVEEVVTVLEDLERELDELGYRASVQTEEQVTFQEVKPLATEQKPSVSLQFVKAKPGCELAGREAQEEQVSGVETGNEPRNVTLKQGLWEGTEAEQNPASRLAKDALECEEAHNPGEESSGISHEDSQPLRNENGVNSPANSEYAKHQSICPGRKVHGCDECGKSFTQHSRLIEHKRVHTGDRPYKCE.... Result: 0 (no interaction). (3) The miRNA is hsa-miR-4725-5p with sequence AGACCCUGCAGCCUUCCCACC. The protein sequence of the target gene is MGKARRSPPGHHRHCEGCFNRHCHIPVEPNTSCLVISCHLLCGATFHMCKEAEHQLLCPLEQVPCLNSEYGCPLSMSRHKLAKHLQVCPASVVCCSMEWNRWPNVDSETTLHENIMKETPSEECLDTALALQDQKVLFRSLKMVELFPETREATEEEPTMNGETSVEEMGGAVGGVDIGLVPHGLSATNGEMAELSQEEREVLAKTKEGMDLVKFGQWENIFSKEHAASALTNSSASCESKNKNDSEKEQISSGHNMVEGEGAPKKKEPQENQKQQDVRTAMETTGLAPWQDGVLERLKT.... Result: 1 (interaction). (4) The miRNA is hsa-miR-4446-3p with sequence CAGGGCUGGCAGUGACAUGGGU. The protein sequence of the target gene is MGEPAGVAGTMESPFSPGLFHRLDEDWDSALFAELGYFTDTDELQLEAANETYENNFDNLDFDLDLMPWESDIWDINNQICTVKDIKAEPQPLSPASSSYSVSSPRSVDSYSSTQHVPEELDLSSSSQMSPLSLYGENSNSLSSAEPLKEDKPVTGPRNKTENGLTPKKKIQVNSKPSIQPKPLLLPAAPKTQTNSSVPAKTIIIQTVPTLMPLAKQQPIISLQPAPTKGQTVLLSQPTVVQLQAPGVLPSAQPVLAVAGGVTQLPNHVVNVVPAPSANSPVNGKLSVTKPVLQSTMRNV.... Result: 0 (no interaction).